Dataset: Peptide-MHC class I binding affinity with 185,985 pairs from IEDB/IMGT. Task: Regression. Given a peptide amino acid sequence and an MHC pseudo amino acid sequence, predict their binding affinity value. This is MHC class I binding data. The binding affinity (normalized) is 0. The MHC is HLA-A30:02 with pseudo-sequence HLA-A30:02. The peptide sequence is SPYNSQNAV.